Predict the reactants needed to synthesize the given product. From a dataset of Full USPTO retrosynthesis dataset with 1.9M reactions from patents (1976-2016). (1) Given the product [ClH:1].[ClH:1].[F:27][C:28]1([F:35])[CH2:33][CH2:32][CH:31]([NH:3][C@@H:4]2[CH2:6][C@H:5]2[C:7]2[CH:8]=[C:9]([CH:19]=[CH:20][CH:21]=2)[C:10]([NH:12][C:13]2[S:14][C:15]([CH3:18])=[N:16][N:17]=2)=[O:11])[CH2:30][CH2:29]1, predict the reactants needed to synthesize it. The reactants are: [ClH:1].Cl.[NH2:3][C@@H:4]1[CH2:6][C@H:5]1[C:7]1[CH:8]=[C:9]([CH:19]=[CH:20][CH:21]=1)[C:10]([NH:12][C:13]1[S:14][C:15]([CH3:18])=[N:16][N:17]=1)=[O:11].C(=O)([O-])O.[Na+].[F:27][C:28]1([F:35])[CH2:33][CH2:32][C:31](=O)[CH2:30][CH2:29]1. (2) Given the product [CH2:31]([NH:30][C:26]1[N:25]=[C:24]([C:21]2[N:17]3[CH:18]=[CH:19][N:20]=[C:15]([NH:14][CH:11]4[CH2:12][CH2:13][CH:8]([NH2:7])[CH2:9][CH2:10]4)[C:16]3=[N:23][CH:22]=2)[CH:29]=[CH:28][N:27]=1)[C:32]1[CH:37]=[CH:36][CH:35]=[CH:34][CH:33]=1, predict the reactants needed to synthesize it. The reactants are: C(OC(=O)[NH:7][CH:8]1[CH2:13][CH2:12][CH:11]([NH:14][C:15]2[C:16]3[N:17]([C:21]([C:24]4[CH:29]=[CH:28][N:27]=[C:26]([NH:30][CH2:31][C:32]5[CH:37]=[CH:36][CH:35]=[CH:34][CH:33]=5)[N:25]=4)=[CH:22][N:23]=3)[CH:18]=[CH:19][N:20]=2)[CH2:10][CH2:9]1)(C)(C)C.Cl. (3) Given the product [I-:1].[CH3:4][N:5]([CH3:23])[C:6]1[CH:7]=[C:8]([CH2:21][CH3:22])[C:9]2[C:18]([CH:19]=1)=[S+:17][C:16]1[C:11](=[C:12]([CH3:20])[CH:13]=[C:14]([N:68]3[CH2:69][CH2:70][N:65]([CH3:64])[CH2:66][CH2:67]3)[CH:15]=1)[N:10]=2, predict the reactants needed to synthesize it. The reactants are: [I-:1].[I-:1].[I-:1].[CH3:4][N:5]([CH3:23])[C:6]1[CH:7]=[C:8]([CH2:21][CH3:22])[C:9]2[C:18]([CH:19]=1)=[S+:17][C:16]1[C:11](=[C:12]([CH3:20])[CH:13]=[CH:14][CH:15]=1)[N:10]=2.[CH3:4][N:5]([C:6]1[CH:7]=[C:8]([CH2:21][CH3:22])[C:9]2[C:18]([CH:19]=1)=[S+:17][C:16]1[C:11](=[C:12]([CH3:20])[CH:13]=[CH:14][CH:15]=1)[N:10]=2)[CH3:23].[CH3:4][N:5]([C:6]1[CH:7]=[C:8]([CH2:21][CH3:22])[C:9]2[C:18]([CH:19]=1)=[S+:17][C:16]1[C:11](=[C:12]([CH3:20])[CH:13]=[CH:14][CH:15]=1)[N:10]=2)[CH3:23].[CH3:64][N:65]1[CH2:70][CH2:69][NH:68][CH2:67][CH2:66]1.